This data is from Reaction yield outcomes from USPTO patents with 853,638 reactions. The task is: Predict the reaction yield, written as a fraction of the theoretical maximum amount of product (1.0 means a 100% yield; for example, 0.34 means a 34% yield). The reactants are [C:1]([C:5]1[CH:10]=[CH:9][CH:8]=[CH:7][C:6]=1[S:11][CH:12]1[CH2:15][N:14]([C:16]([C:18]2[CH:23]=[CH:22][CH:21]=[CH:20][CH:19]=2)=[O:17])[CH2:13]1)([CH3:4])([CH3:3])[CH3:2].C1C=C(Cl)C=C(C(OO)=[O:32])C=1.S([O-])([O-])(=O)=S.[Na+].[Na+].C(=O)([O-])O.[Na+]. The catalyst is C(Cl)Cl. The product is [C:1]([C:5]1[CH:10]=[CH:9][CH:8]=[CH:7][C:6]=1[S:11]([CH:12]1[CH2:13][N:14]([C:16]([C:18]2[CH:23]=[CH:22][CH:21]=[CH:20][CH:19]=2)=[O:17])[CH2:15]1)=[O:32])([CH3:4])([CH3:2])[CH3:3]. The yield is 0.660.